Dataset: Forward reaction prediction with 1.9M reactions from USPTO patents (1976-2016). Task: Predict the product of the given reaction. Given the reactants Br[C:2]1[CH:7]=[CH:6][C:5]2[O:8][CH2:9][O:10][C:4]=2[CH:3]=1.[Li]CCCC.[CH2:16]([N:23]1[CH2:28][CH2:27][C:26](=[O:29])[CH2:25][CH2:24]1)[C:17]1[CH:22]=[CH:21][CH:20]=[CH:19][CH:18]=1.[Cl-].[NH4+], predict the reaction product. The product is: [O:8]1[C:5]2[CH:6]=[CH:7][C:2]([C:26]3([OH:29])[CH2:27][CH2:28][N:23]([CH2:16][C:17]4[CH:22]=[CH:21][CH:20]=[CH:19][CH:18]=4)[CH2:24][CH2:25]3)=[CH:3][C:4]=2[O:10][CH2:9]1.